Task: Predict the product of the given reaction.. Dataset: Forward reaction prediction with 1.9M reactions from USPTO patents (1976-2016) (1) Given the reactants [H-].[Na+].CN(C=O)C.[Cl:8][C:9]1[CH:18]=[C:17]2[C:12]([N:13]=[CH:14][C:15](=[O:19])[NH:16]2)=[CH:11][CH:10]=1.Br[CH2:21][C:22]([O:24][CH2:25][CH3:26])=[O:23], predict the reaction product. The product is: [Cl:8][C:9]1[CH:18]=[C:17]2[C:12]([N:13]=[CH:14][C:15](=[O:19])[N:16]2[CH2:21][C:22]([O:24][CH2:25][CH3:26])=[O:23])=[CH:11][CH:10]=1. (2) Given the reactants [F:1][C:2]1[CH:7]=[C:6]([O:8][C:9]2[CH:14]=[CH:13][N:12]=[C:11]([NH:15][C:16]([N:18]([CH3:26])[CH:19]3[CH2:24][CH2:23][N:22]([CH3:25])[CH2:21][CH2:20]3)=[O:17])[CH:10]=2)[CH:5]=[CH:4][C:3]=1[NH:27][C:28]([C:30]1([C:33](O)=[O:34])[CH2:32][CH2:31]1)=[O:29].[CH2:36]([NH2:43])[C:37]1[CH:42]=[CH:41][CH:40]=[CH:39][CH:38]=1.C(N(CC)CC)C.F[P-](F)(F)(F)(F)F.N1(O[P+](N(C)C)(N(C)C)N(C)C)C2C=CC=CC=2N=N1, predict the reaction product. The product is: [CH2:36]([NH:43][C:33]([C:30]1([C:28]([NH:27][C:3]2[CH:4]=[CH:5][C:6]([O:8][C:9]3[CH:14]=[CH:13][N:12]=[C:11]([NH:15][C:16]([N:18]([CH3:26])[CH:19]4[CH2:20][CH2:21][N:22]([CH3:25])[CH2:23][CH2:24]4)=[O:17])[CH:10]=3)=[CH:7][C:2]=2[F:1])=[O:29])[CH2:32][CH2:31]1)=[O:34])[C:37]1[CH:42]=[CH:41][CH:40]=[CH:39][CH:38]=1. (3) Given the reactants [CH2:1]([NH2:4])[CH:2]=[CH2:3].[C:5]([O:10][CH3:11])(=[O:9])[C:6]([CH3:8])=[CH2:7], predict the reaction product. The product is: [CH3:11][O:10][C:5](=[O:9])[CH:6]([CH3:8])[CH2:7][NH:4][CH2:1][CH:2]=[CH2:3]. (4) Given the reactants [Cl:1][C:2]1[CH:3]=[C:4]([CH:9](O)[CH:10]([F:12])[F:11])[CH:5]=[C:6]([Cl:8])[CH:7]=1.CCN(C(C)C)C(C)C.FC(F)(F)S(OS(C(F)(F)F)(=O)=O)(=O)=O.[CH:38]1([C:41]2[C:42]([O:52][CH2:53][CH:54]3[CH2:59][CH2:58][NH:57][CH2:56][CH2:55]3)=[CH:43][C:44]([F:51])=[C:45]([CH:50]=2)[C:46]([O:48][CH3:49])=[O:47])[CH2:40][CH2:39]1, predict the reaction product. The product is: [CH:38]1([C:41]2[C:42]([O:52][CH2:53][CH:54]3[CH2:55][CH2:56][N:57]([CH:9]([C:4]4[CH:3]=[C:2]([Cl:1])[CH:7]=[C:6]([Cl:8])[CH:5]=4)[CH:10]([F:12])[F:11])[CH2:58][CH2:59]3)=[CH:43][C:44]([F:51])=[C:45]([CH:50]=2)[C:46]([O:48][CH3:49])=[O:47])[CH2:40][CH2:39]1. (5) Given the reactants C(NC(C)C)(C)C.C([Li])CCC.[Li+].CC([N-]C(C)C)C.[Cl:21][C:22]1[N:27]=[C:26]([Cl:28])[CH:25]=[CH:24][N:23]=1.[CH:29](=[O:33])[CH:30]([CH3:32])[CH3:31], predict the reaction product. The product is: [Cl:21][C:22]1[N:27]=[C:26]([Cl:28])[C:25]([CH:29]([OH:33])[CH:30]([CH3:32])[CH3:31])=[CH:24][N:23]=1. (6) Given the reactants CC(C[AlH]CC(C)C)C.C([O:12][C:13](=O)/[C:14](/[C:22]1[S:23][C:24]([S:27]([CH3:30])(=[O:29])=[O:28])=[CH:25][CH:26]=1)=[CH:15]/[CH2:16][CH:17]1[CH2:21][CH2:20][CH2:19][CH2:18]1)C.CO, predict the reaction product. The product is: [CH:17]1([CH2:16]/[CH:15]=[C:14](\[C:22]2[S:23][C:24]([S:27]([CH3:30])(=[O:29])=[O:28])=[CH:25][CH:26]=2)/[CH2:13][OH:12])[CH2:21][CH2:20][CH2:19][CH2:18]1. (7) Given the reactants [C:1]([C:4]1[S:12][C:11]2[C:10]([N:13]3[CH2:18][CH2:17][N:16]([CH2:19][CH2:20][NH:21][C:22]([C:24]4[CH:25]=[C:26]([CH:40]=[CH:41][CH:42]=4)[C:27]([NH:29][CH2:30][CH2:31][NH:32]C(=O)OC(C)(C)C)=[O:28])=[O:23])[CH2:15][CH2:14]3)=[N:9][CH:8]=[N:7][C:6]=2[CH:5]=1)(=[O:3])[NH2:2].[C:43]([OH:49])([C:45]([F:48])([F:47])[F:46])=[O:44], predict the reaction product. The product is: [F:46][C:45]([F:48])([F:47])[C:43]([OH:49])=[O:44].[F:46][C:45]([F:48])([F:47])[C:43]([OH:49])=[O:44].[NH2:32][CH2:31][CH2:30][NH:29][C:27](=[O:28])[C:26]1[CH:40]=[CH:41][CH:42]=[C:24]([C:22]([NH:21][CH2:20][CH2:19][N:16]2[CH2:15][CH2:14][N:13]([C:10]3[C:11]4[S:12][C:4]([C:1](=[O:3])[NH2:2])=[CH:5][C:6]=4[N:7]=[CH:8][N:9]=3)[CH2:18][CH2:17]2)=[O:23])[CH:25]=1.[NH2:32][CH2:31][CH2:30][NH:29][C:27](=[O:28])[C:26]1[CH:40]=[CH:41][CH:42]=[C:24]([C:22]([NH:21][CH2:20][CH2:19][N:16]2[CH2:15][CH2:14][N:13]([C:10]3[C:11]4[S:12][C:4]([C:1](=[O:3])[NH2:2])=[CH:5][C:6]=4[N:7]=[CH:8][N:9]=3)[CH2:18][CH2:17]2)=[O:23])[CH:25]=1. (8) Given the reactants ClC(O[C:5]1[C:13]2[NH:12][C:11]([OH:14])=[N:10][C:9]=2[CH:8]=[CH:7][CH:6]=1)=O.N[C:16]1[CH:17]=[C:18]([CH:24]=[CH:25][CH:26]=1)[C:19]([O:21][CH2:22][CH3:23])=[O:20].C([N:29]([CH2:32]C)CC)C.C1C[O:37]CC1, predict the reaction product. The product is: [CH2:22]([O:21][C:19]([C:18]1[CH:24]=[CH:25][C:26]([NH:29][C:32]([N:10]2[C:9]3[CH:8]=[CH:7][CH:6]=[CH:5][C:13]=3[NH:12][C:11]2=[O:14])=[O:37])=[CH:16][CH:17]=1)=[O:20])[CH3:23]. (9) Given the reactants C([O:3][C:4]([C:6]1([NH:15][C:16](=[O:28])[C:17]2[CH:22]=[CH:21][CH:20]=[C:19]([Cl:23])[C:18]=2[O:24][CH2:25][CH:26]=[CH2:27])[CH2:14][C:13]2[C:8](=[CH:9][CH:10]=[CH:11][CH:12]=2)[CH2:7]1)=[O:5])C.[OH-].[K+].O, predict the reaction product. The product is: [CH2:25]([O:24][C:18]1[C:19]([Cl:23])=[CH:20][CH:21]=[CH:22][C:17]=1[C:16]([NH:15][C:6]1([C:4]([OH:5])=[O:3])[CH2:14][C:13]2[C:8](=[CH:9][CH:10]=[CH:11][CH:12]=2)[CH2:7]1)=[O:28])[CH:26]=[CH2:27].